Predict which catalyst facilitates the given reaction. From a dataset of Catalyst prediction with 721,799 reactions and 888 catalyst types from USPTO. (1) Reactant: [CH2:1]([O:3][C:4](=O)[C@H:5](OC1C=C(NS(C)(=O)=O)N=C(S[CH2:20][C:21]2[CH:26]=C[CH:24]=[C:23](F)[C:22]=2F)N=1)C)[CH3:2].[BH4-].[Li+]. Product: [CH3:2][CH2:1][O:3][CH2:4][CH3:5].[CH3:24][CH2:23][CH2:22][CH:21]([CH3:26])[CH3:20]. The catalyst class is: 1. (2) Reactant: [CH2:1]([N:3]([CH2:15][CH3:16])[C:4](=[O:14])[C:5]1[CH:10]=[CH:9][CH:8]=[CH:7][C:6]=1[N:11]([CH3:13])[CH3:12])[CH3:2].C1C(=O)N([Br:24])C(=O)C1. Product: [Br:24][C:9]1[CH:8]=[CH:7][C:6]([N:11]([CH3:12])[CH3:13])=[C:5]([CH:10]=1)[C:4]([N:3]([CH2:1][CH3:2])[CH2:15][CH3:16])=[O:14]. The catalyst class is: 23. (3) Reactant: [NH:1]1[C:9]2[C:4](=[CH:5][CH:6]=[CH:7][CH:8]=2)[C:3](/[CH:10]=[CH:11]/[C:12]2[CH:25]=[CH:24][C:15]([C:16]([NH:18][CH2:19][C:20]([O:22]C)=[O:21])=[O:17])=[CH:14][CH:13]=2)=[N:2]1.[OH-].[Na+].Cl. Product: [NH:1]1[C:9]2[C:4](=[CH:5][CH:6]=[CH:7][CH:8]=2)[C:3](/[CH:10]=[CH:11]/[C:12]2[CH:13]=[CH:14][C:15]([C:16]([NH:18][CH2:19][C:20]([OH:22])=[O:21])=[O:17])=[CH:24][CH:25]=2)=[N:2]1. The catalyst class is: 1. (4) Reactant: [N+:1]([C:4]1[CH:14]=[CH:13][CH:12]=[C:6]2[C:7]([NH:9][C:10](=O)[C:5]=12)=O)([O-:3])=[O:2].CSC.B. Product: [N+:1]([C:4]1[CH:14]=[CH:13][CH:12]=[C:6]2[C:5]=1[CH2:10][NH:9][CH2:7]2)([O-:3])=[O:2]. The catalyst class is: 1. (5) Reactant: Br[C:2]1[CH:7]=[CH:6][C:5]([Br:8])=[CH:4][N:3]=1.[Li]CCCC.CN([CH:17]=[O:18])C. Product: [Br:8][C:5]1[CH:6]=[CH:7][C:2]([CH:17]=[O:18])=[N:3][CH:4]=1. The catalyst class is: 11. (6) The catalyst class is: 55. Product: [NH2:7][C:8]1[N:13]2[N:14]=[C:15]([C:17]3[O:18][CH:19]=[CH:20][CH:21]=3)[N:16]=[C:12]2[C:11]([CH2:22][N:23]2[CH2:24][CH2:25][N:26]([C:29]3[CH:34]=[CH:33][CH:32]=[CH:31][CH:30]=3)[CH2:27][CH2:28]2)=[CH:10][N:9]=1. Reactant: COC1C=C(C=CC=1OC)C[NH:7][C:8]1[N:13]2[N:14]=[C:15]([C:17]3[O:18][CH:19]=[CH:20][CH:21]=3)[N:16]=[C:12]2[C:11]([CH2:22][N:23]2[CH2:28][CH2:27][N:26]([C:29]3[CH:34]=[CH:33][CH:32]=[CH:31][CH:30]=3)[CH2:25][CH2:24]2)=[CH:10][N:9]=1.C1(OC)C=CC=CC=1.FC(F)(F)S(O)(=O)=O.O. (7) Reactant: Cl.[F:2][C:3]1[CH:8]=[CH:7][C:6]([CH:9]([C:17]2[CH:22]=[CH:21][C:20]([F:23])=[CH:19][CH:18]=2)[CH:10]2[C:15](=[O:16])[CH2:14][CH2:13][NH:12][CH2:11]2)=[CH:5][CH:4]=1.C(N(C(C)C)CC)(C)C.[O:33]([C:40]1[CH:41]=[C:42]([CH:45]=[CH:46][CH:47]=1)[CH2:43]O)[C:34]1[CH:39]=[CH:38][CH:37]=[CH:36][CH:35]=1. Product: [F:2][C:3]1[CH:8]=[CH:7][C:6]([CH:9]([C:17]2[CH:18]=[CH:19][C:20]([F:23])=[CH:21][CH:22]=2)[CH:10]2[C:15](=[O:16])[CH2:14][CH2:13][N:12]([CH2:43][C:42]3[CH:45]=[CH:46][CH:47]=[C:40]([O:33][C:34]4[CH:39]=[CH:38][CH:37]=[CH:36][CH:35]=4)[CH:41]=3)[CH2:11]2)=[CH:5][CH:4]=1. The catalyst class is: 4.